This data is from Catalyst prediction with 721,799 reactions and 888 catalyst types from USPTO. The task is: Predict which catalyst facilitates the given reaction. (1) Reactant: Br[C:2]1[CH:7]=[CH:6][C:5]([CH2:8][CH2:9][OH:10])=[CH:4][CH:3]=1.[F:11][C:12]1[CH:17]=[CH:16][C:15](B(O)O)=[CH:14][CH:13]=1.C(=O)([O-])[O-].[Na+].[Na+].O1CCOCC1. Product: [F:11][C:12]1[CH:17]=[CH:16][C:15]([C:2]2[CH:7]=[CH:6][C:5]([CH2:8][CH2:9][OH:10])=[CH:4][CH:3]=2)=[CH:14][CH:13]=1. The catalyst class is: 713. (2) The catalyst class is: 1. Reactant: [CH3:1][O:2][C:3]1[CH:31]=[CH:30][C:6]([CH2:7][N:8]2[CH2:13][CH2:12][CH2:11][C:10]([O:19][C:20]3[CH:25]=[C:24]([F:26])[C:23]([F:27])=[C:22]([F:28])[CH:21]=3)(C(OCC)=O)[C:9]2=[O:29])=[CH:5][CH:4]=1.[OH-].[Na+].Cl. Product: [CH3:1][O:2][C:3]1[CH:4]=[CH:5][C:6]([CH2:7][N:8]2[CH2:13][CH2:12][CH2:11][CH:10]([O:19][C:20]3[CH:21]=[C:22]([F:28])[C:23]([F:27])=[C:24]([F:26])[CH:25]=3)[C:9]2=[O:29])=[CH:30][CH:31]=1.